From a dataset of Full USPTO retrosynthesis dataset with 1.9M reactions from patents (1976-2016). Predict the reactants needed to synthesize the given product. (1) The reactants are: [NH2:1][C:2]1[N:3]=[C:4]([C:8]([O:10][CH2:11][CH3:12])=[O:9])[N:5]([CH3:7])[CH:6]=1.[F:13][C:14]1[CH:15]=[C:16]([N:21]=[C:22]=[O:23])[CH:17]=[CH:18][C:19]=1[CH3:20]. Given the product [F:13][C:14]1[CH:15]=[C:16]([NH:21][C:22]([NH:1][C:2]2[N:3]=[C:4]([C:8]([O:10][CH2:11][CH3:12])=[O:9])[N:5]([CH3:7])[CH:6]=2)=[O:23])[CH:17]=[CH:18][C:19]=1[CH3:20], predict the reactants needed to synthesize it. (2) Given the product [C:1]([O:5][C:6]([N:8]1[CH2:13][CH2:12][N:11]([C:14]2[N:22]([CH2:23][CH:24]=[C:25]([CH3:26])[CH3:27])[C:21]3[C:20](=[O:28])[N:19]([CH2:29][O:30][C:31](=[O:36])[C:32]([CH3:35])([CH3:34])[CH3:33])[C:18](=[O:37])[N:17]([CH2:45][C:46]([O:48][CH2:49][CH3:50])=[O:47])[C:16]=3[N:15]=2)[CH2:10][CH2:9]1)=[O:7])([CH3:2])([CH3:3])[CH3:4], predict the reactants needed to synthesize it. The reactants are: [C:1]([O:5][C:6]([N:8]1[CH2:13][CH2:12][N:11]([C:14]2[N:22]([CH2:23][CH:24]=[C:25]([CH3:27])[CH3:26])[C:21]3[C:20](=[O:28])[N:19]([CH2:29][O:30][C:31](=[O:36])[C:32]([CH3:35])([CH3:34])[CH3:33])[C:18](=[O:37])[NH:17][C:16]=3[N:15]=2)[CH2:10][CH2:9]1)=[O:7])([CH3:4])([CH3:3])[CH3:2].C(=O)([O-])[O-].[K+].[K+].Br[CH2:45][C:46]([O:48][CH2:49][CH3:50])=[O:47]. (3) The reactants are: [CH2:1]([O:8][C:9]1[CH:23]=[C:22]([O:24][CH2:25][C:26]2[CH:31]=[CH:30][CH:29]=[CH:28][CH:27]=2)[C:21]([CH:32]([CH3:34])[CH3:33])=[CH:20][C:10]=1[C:11]([NH:13][N:14]1[CH2:19][CH2:18][CH2:17][CH2:16][CH2:15]1)=S)[C:2]1[CH:7]=[CH:6][CH:5]=[CH:4][CH:3]=1.O.[NH2:36][NH2:37]. Given the product [CH2:1]([O:8][C:9]1[CH:23]=[C:22]([O:24][CH2:25][C:26]2[CH:31]=[CH:30][CH:29]=[CH:28][CH:27]=2)[C:21]([CH:32]([CH3:34])[CH3:33])=[CH:20][C:10]=1[C:11](=[N:36][NH2:37])[NH:13][N:14]1[CH2:19][CH2:18][CH2:17][CH2:16][CH2:15]1)[C:2]1[CH:7]=[CH:6][CH:5]=[CH:4][CH:3]=1, predict the reactants needed to synthesize it. (4) Given the product [NH2:1][C:2]1[N:7]2[N:8]=[CH:9][C:10]([C:11]3[CH:12]=[N:13][C:14]([C:17]4[CH:18]=[CH:19][CH:20]=[CH:21][CH:22]=4)=[CH:15][CH:16]=3)=[C:6]2[N:5]=[C:4]([CH:23]2[CH2:24][CH2:25][N:26]([CH3:32])[CH2:27][CH2:28]2)[C:3]=1[C:29](=[O:31])[CH3:30], predict the reactants needed to synthesize it. The reactants are: [NH2:1][C:2]1[N:7]2[N:8]=[CH:9][C:10]([C:11]3[CH:12]=[N:13][C:14]([C:17]4[CH:22]=[CH:21][CH:20]=[CH:19][CH:18]=4)=[CH:15][CH:16]=3)=[C:6]2[N:5]=[C:4]([CH:23]2[CH2:28][CH2:27][NH:26][CH2:25][CH2:24]2)[C:3]=1[C:29](=[O:31])[CH3:30].[CH3:32]I. (5) Given the product [Cl:1][C:2]1[C:10]([Cl:11])=[CH:9][CH:8]=[CH:7][C:3]=1[C:4]([N:39]1[CH2:48][CH2:47][C:46]2[C:45]([C:49]3[NH:53][N:52]=[CH:51][CH:50]=3)=[N:44][C:43]([CH3:60])=[N:42][C:41]=2[CH2:40]1)=[O:6], predict the reactants needed to synthesize it. The reactants are: [Cl:1][C:2]1[C:10]([Cl:11])=[CH:9][CH:8]=[CH:7][C:3]=1[C:4]([OH:6])=O.ClC1C(C(F)(F)F)=CC=CC=1C(O)=O.ClC1C(C(F)(F)F)=CC=CC=1C([N:39]1[CH2:48][CH2:47][C:46]2[C:45]([C:49]3[N:53](C4CCCCO4)[N:52]=[CH:51][CH:50]=3)=[N:44][C:43]([CH3:60])=[N:42][C:41]=2[CH2:40]1)=O. (6) Given the product [CH3:1][CH:2]1[CH2:7][CH2:6][N:5]([CH:9]([C:15]2[CH:20]=[CH:19][CH:18]=[CH:17][CH:16]=2)[C:10]([O:12][CH2:13][CH3:14])=[O:11])[CH2:4][CH2:3]1, predict the reactants needed to synthesize it. The reactants are: [CH3:1][CH:2]1[CH2:7][CH2:6][NH:5][CH2:4][CH2:3]1.Br[CH:9]([C:15]1[CH:20]=[CH:19][CH:18]=[CH:17][CH:16]=1)[C:10]([O:12][CH2:13][CH3:14])=[O:11]. (7) Given the product [CH:14]1([C:12]([N:8]2[C:9]3[C:4](=[C:3]([O:18][C:19]4[CH:20]=[CH:21][CH:22]=[CH:23][CH:24]=4)[C:2]([C:27]#[C:28][CH3:29])=[CH:11][CH:10]=3)[CH2:5][CH2:6][C@@H:7]2[CH3:17])=[O:13])[CH2:16][CH2:15]1, predict the reactants needed to synthesize it. The reactants are: Br[C:2]1[C:3]([O:18][C:19]2[CH:24]=[CH:23][CH:22]=[CH:21][CH:20]=2)=[C:4]2[C:9](=[CH:10][CH:11]=1)[N:8]([C:12]([CH:14]1[CH2:16][CH2:15]1)=[O:13])[C@@H:7]([CH3:17])[CH2:6][CH2:5]2.[F-].[Cs+].[CH2:27]([Sn](CCCC)(CCCC)C#CC)[CH2:28][CH2:29]C. (8) The reactants are: [N+:1]([C:4]1[CH:5]=[C:6]2[C:11](=[CH:12][C:13]=1[O:14][C@H:15]1[CH2:19][CH2:18][O:17][CH2:16]1)[N:10]=[CH:9][NH:8][C:7]2=[O:20])([O-])=O.C(O)(=O)C. Given the product [NH2:1][C:4]1[CH:5]=[C:6]2[C:11](=[CH:12][C:13]=1[O:14][C@H:15]1[CH2:19][CH2:18][O:17][CH2:16]1)[N:10]=[CH:9][NH:8][C:7]2=[O:20], predict the reactants needed to synthesize it.